From a dataset of Forward reaction prediction with 1.9M reactions from USPTO patents (1976-2016). Predict the product of the given reaction. (1) Given the reactants C[O:2][C:3]([C@@H:5]1[CH2:9][C@@H:8]([S:10]([C:13]2[CH:18]=[CH:17][CH:16]=[CH:15][C:14]=2[Cl:19])(=[O:12])=[O:11])[CH2:7][N:6]1[C:20]1[N:21]([CH2:26][C:27]2[CH:32]=[CH:31][CH:30]=[CH:29][CH:28]=2)[N:22]=[C:23]([CH3:25])[CH:24]=1)=[O:4].[OH-].[Li+], predict the reaction product. The product is: [CH2:26]([N:21]1[C:20]([N:6]2[CH2:7][C@H:8]([S:10]([C:13]3[CH:18]=[CH:17][CH:16]=[CH:15][C:14]=3[Cl:19])(=[O:11])=[O:12])[CH2:9][C@H:5]2[C:3]([OH:4])=[O:2])=[CH:24][C:23]([CH3:25])=[N:22]1)[C:27]1[CH:28]=[CH:29][CH:30]=[CH:31][CH:32]=1. (2) Given the reactants Cl[C:2]1[N:3]=[N:4][C:5]([CH3:24])=[CH:6][C:7]=1[C:8]([N:10]1[CH2:15][CH2:14][CH2:13][CH:12]([C:16]2[CH:21]=[CH:20][C:19]([Cl:22])=[CH:18][C:17]=2[CH3:23])[CH2:11]1)=[O:9], predict the reaction product. The product is: [Cl:22][C:19]1[CH:20]=[CH:21][C:16]([CH:12]2[CH2:13][CH2:14][CH2:15][N:10]([C:8]([C:7]3[CH:6]=[C:5]([CH3:24])[N:4]=[N:3][CH:2]=3)=[O:9])[CH2:11]2)=[C:17]([CH3:23])[CH:18]=1. (3) Given the reactants [C:1]([CH2:3][NH:4][C:5]([C@@H:7]1[CH2:12][CH2:11][CH2:10][CH2:9][C@@H:8]1[NH:13]C(=O)OC(C)(C)C)=[O:6])#[N:2], predict the reaction product. The product is: [NH2:13][C@H:8]1[CH2:9][CH2:10][CH2:11][CH2:12][C@H:7]1[C:5]([NH:4][CH2:3][C:1]#[N:2])=[O:6]. (4) Given the reactants [O:1]=[C:2]1[N:6]([CH:7]2[CH2:12][CH2:11][NH:10][CH2:9][CH2:8]2)[C:5]2[CH:13]=[CH:14][CH:15]=[CH:16][C:4]=2[NH:3]1.[CH3:17][C:18]1[CH:31]=[CH:30][CH:29]=[CH:28][C:19]=1[CH2:20][N:21]1[CH2:26][CH2:25][C:24](=O)[CH2:23][CH2:22]1, predict the reaction product. The product is: [CH3:17][C:18]1[CH:31]=[CH:30][CH:29]=[CH:28][C:19]=1[CH2:20][N:21]1[CH2:22][CH2:23][CH:24]([N:10]2[CH2:9][CH2:8][CH:7]([N:6]3[C:5]4[CH:13]=[CH:14][CH:15]=[CH:16][C:4]=4[NH:3][C:2]3=[O:1])[CH2:12][CH2:11]2)[CH2:25][CH2:26]1.